From a dataset of Catalyst prediction with 721,799 reactions and 888 catalyst types from USPTO. Predict which catalyst facilitates the given reaction. Reactant: [CH2:1]([O:8][CH:9]([CH2:21][C:22]1[CH:27]=[CH:26][CH:25]=[CH:24][CH:23]=1)[CH2:10][NH:11][C:12]1[C:13]([NH2:20])=[CH:14][C:15]([CH3:19])=[C:16]([CH3:18])[CH:17]=1)[C:2]1[CH:7]=[CH:6][CH:5]=[CH:4][CH:3]=1.[NH:28]1[C:36](=[O:37])[C:34](=O)[C:32](=O)[NH:31][C:29]1=[O:30].B(O)(O)O. Product: [CH2:1]([O:8][CH:9]([CH2:21][C:22]1[CH:23]=[CH:24][CH:25]=[CH:26][CH:27]=1)[CH2:10][N:11]1[C:32]2[C:34]([C:36](=[O:37])[NH:28][C:29](=[O:30])[N:31]=2)=[N:20][C:13]2[CH:14]=[C:15]([CH3:19])[C:16]([CH3:18])=[CH:17][C:12]1=2)[C:2]1[CH:7]=[CH:6][CH:5]=[CH:4][CH:3]=1. The catalyst class is: 15.